Dataset: Reaction yield outcomes from USPTO patents with 853,638 reactions. Task: Predict the reaction yield, written as a fraction of the theoretical maximum amount of product (1.0 means a 100% yield; for example, 0.34 means a 34% yield). (1) The reactants are [N:1]([CH:4]([C:6]1[N:7]=[C:8]2[S:22][CH:21]=[CH:20][N:9]2[C:10](=[O:19])[C:11]=1[C:12]1[CH:17]=[CH:16][CH:15]=[C:14]([F:18])[CH:13]=1)[CH3:5])=[N+]=[N-].CP(C)C.C(OCC)(=O)C. The catalyst is O1CCCC1.O. The product is [NH2:1][CH:4]([C:6]1[N:7]=[C:8]2[S:22][CH:21]=[CH:20][N:9]2[C:10](=[O:19])[C:11]=1[C:12]1[CH:17]=[CH:16][CH:15]=[C:14]([F:18])[CH:13]=1)[CH3:5]. The yield is 0.580. (2) The reactants are [CH3:1][O:2][C:3]1[CH:9]=[CH:8][C:6]([NH2:7])=[C:5]([CH3:10])[CH:4]=1.[Br:11]Br. The catalyst is C(Cl)(Cl)Cl. The product is [BrH:11].[Br:11][C:8]1[CH:9]=[C:3]([O:2][CH3:1])[CH:4]=[C:5]([CH3:10])[C:6]=1[NH2:7]. The yield is 0.850. (3) The reactants are [F:1][C:2]1[CH:3]=[CH:4][C:5]([CH3:36])=[C:6]([CH:35]=1)[O:7][CH2:8][C:9]1[C:10]([C:23]2[CH:28]=[C:27]([C:29](OC)=[O:30])[CH:26]=[CH:25][C:24]=2[O:33][CH3:34])=[CH:11][CH:12]=[C:13]2[C:18]=1[N:17]([CH3:19])[C:16](=[O:20])[C:15]([CH3:22])([CH3:21])[NH:14]2.[H-].[Al+3].[Li+].[H-].[H-].[H-].C(OCC)(=O)C.O. The catalyst is O1CCCC1. The product is [F:1][C:2]1[CH:3]=[CH:4][C:5]([CH3:36])=[C:6]([CH:35]=1)[O:7][CH2:8][C:9]1[C:10]([C:23]2[CH:28]=[C:27]([CH2:29][OH:30])[CH:26]=[CH:25][C:24]=2[O:33][CH3:34])=[CH:11][CH:12]=[C:13]2[C:18]=1[N:17]([CH3:19])[C:16](=[O:20])[C:15]([CH3:22])([CH3:21])[NH:14]2. The yield is 0.470. (4) The reactants are [CH2:1]([O:3][C:4]1[C:8]([CH2:9][CH2:10][C:11]([O:13][CH2:14][CH3:15])=[O:12])=[CH:7][NH:6][N:5]=1)[CH3:2].[H-].[Na+].F[C:19]1[CH:24]=[CH:23][CH:22]=[CH:21][N:20]=1.Cl. The product is [CH2:1]([O:3][C:4]1[C:8]([CH2:9][CH2:10][C:11]([O:13][CH2:14][CH3:15])=[O:12])=[CH:7][N:6]([C:19]2[CH:24]=[CH:23][CH:22]=[CH:21][N:20]=2)[N:5]=1)[CH3:2]. The catalyst is CN(C)C=O. The yield is 0.220. (5) The reactants are [CH3:1][O:2][C:3]1[CH:34]=[CH:33][C:6]([NH:7][C:8](=[O:32])[CH2:9][CH2:10][N:11]2[C:19]3[CH:18]=[CH:17][CH:16]=[CH:15][C:14]=3[C:13]3[CH2:20][CH2:21][N:22](C(OC(C)(C)C)=O)[CH2:23][CH2:24][C:12]2=3)=[CH:5][CH:4]=1.FC(F)(F)C(O)=O.C(Cl)[Cl:43]. No catalyst specified. The product is [ClH:43].[CH3:1][O:2][C:3]1[CH:34]=[CH:33][C:6]([NH:7][C:8](=[O:32])[CH2:9][CH2:10][N:11]2[C:19]3[CH:18]=[CH:17][CH:16]=[CH:15][C:14]=3[C:13]3[CH2:20][CH2:21][NH:22][CH2:23][CH2:24][C:12]2=3)=[CH:5][CH:4]=1. The yield is 0.840.